This data is from Reaction yield outcomes from USPTO patents with 853,638 reactions. The task is: Predict the reaction yield, written as a fraction of the theoretical maximum amount of product (1.0 means a 100% yield; for example, 0.34 means a 34% yield). (1) The reactants are [H-].[Na+].[F:3][C:4]([F:8])([CH3:7])[CH2:5][OH:6].Cl[C:10]1[C:15]([C:16]#[N:17])=[CH:14][N:13]=[CH:12][N:11]=1. The catalyst is C1COCC1. The product is [F:3][C:4]([F:8])([CH3:7])[CH2:5][O:6][C:10]1[C:15]([C:16]#[N:17])=[CH:14][N:13]=[CH:12][N:11]=1. The yield is 0.510. (2) The reactants are O1CCCC1.[C:6]1([NH:12][CH2:13][C:14]2[CH:19]=[CH:18][C:17]([CH2:20][C:21](Cl)=[N:22][OH:23])=[CH:16][CH:15]=2)[CH:11]=[CH:10][CH:9]=[CH:8][CH:7]=1.[C:25]([C:27]1[C:28]([NH2:33])=[N:29][CH:30]=[CH:31][CH:32]=1)#[CH:26].C(N(CC)CC)C. The catalyst is O. The product is [C:6]1([NH:12][CH2:13][C:14]2[CH:19]=[CH:18][C:17]([CH2:20][C:21]3[CH:26]=[C:25]([C:27]4[C:28]([NH2:33])=[N:29][CH:30]=[CH:31][CH:32]=4)[O:23][N:22]=3)=[CH:16][CH:15]=2)[CH:11]=[CH:10][CH:9]=[CH:8][CH:7]=1. The yield is 0.0600. (3) The reactants are [CH3:1][C:2]1[N:7]=[C:6]([C:8]2[CH:13]=[CH:12][CH:11]=[C:10]([C:14]3[CH:15]=[C:16]([S:20]([NH2:23])(=[O:22])=[O:21])[CH:17]=[CH:18][CH:19]=3)[N:9]=2)[CH:5]=[C:4]([C:24]2[CH:29]=[CH:28][C:27]([C:30]([F:33])([F:32])[F:31])=[CH:26][CH:25]=2)[CH:3]=1.C(N(C(C)C)C(C)C)C.[CH3:43][O:44][CH2:45][C:46](Cl)=[O:47]. The catalyst is ClCCl. The product is [CH3:43][O:44][CH2:45][C:46]([NH:23][S:20]([C:16]1[CH:17]=[CH:18][CH:19]=[C:14]([C:10]2[N:9]=[C:8]([C:6]3[CH:5]=[C:4]([C:24]4[CH:29]=[CH:28][C:27]([C:30]([F:33])([F:31])[F:32])=[CH:26][CH:25]=4)[CH:3]=[C:2]([CH3:1])[N:7]=3)[CH:13]=[CH:12][CH:11]=2)[CH:15]=1)(=[O:21])=[O:22])=[O:47]. The yield is 0.130. (4) The reactants are [N+:1]([C:4]1[CH:13]=[C:12]2[C:7]([CH2:8][CH2:9][CH2:10][C:11]2=[O:14])=[CH:6][CH:5]=1)([O-:3])=[O:2].[BH4-].[Na+]. The catalyst is CO. The product is [N+:1]([C:4]1[CH:13]=[C:12]2[C:7]([CH2:8][CH2:9][CH2:10][CH:11]2[OH:14])=[CH:6][CH:5]=1)([O-:3])=[O:2]. The yield is 0.800. (5) The reactants are [OH:1][C:2]1[CH:11]=[C:10]([O:12][C:13](=[O:18])[C:14]([CH3:17])([CH3:16])[CH3:15])[CH:9]=[C:8]2[C:3]=1[C:4]([CH2:20][CH2:21][CH3:22])=[CH:5][C:6](=[O:19])[O:7]2.C(=O)([O-])[O-].[K+].[K+].Cl[C:30]([CH3:34])([CH3:33])[C:31]#[CH:32]. The catalyst is CC(=O)CC.CN(C=O)C.[I-].C([N+](CCCC)(CCCC)CCCC)CCC.[Cl-].[Cl-].[Zn+2]. The product is [CH3:33][C:30]1([CH3:34])[O:1][C:2]2[C:3]3[C:4]([CH2:20][CH2:21][CH3:22])=[CH:5][C:6](=[O:19])[O:7][C:8]=3[CH:9]=[C:10]([O:12][C:13](=[O:18])[C:14]([CH3:16])([CH3:17])[CH3:15])[C:11]=2[CH:32]=[CH:31]1. The yield is 0.730. (6) The reactants are [F:1][C:2]1[CH:7]=[CH:6][C:5]([C:8]2[O:9][CH:10]=[C:11]([CH2:13]I)[N:12]=2)=[CH:4][CH:3]=1.[N-:15]=[N+:16]=[N-:17].[Na+]. The catalyst is CN(C=O)C.CCOC(C)=O. The product is [N:15]([CH2:13][C:11]1[N:12]=[C:8]([C:5]2[CH:6]=[CH:7][C:2]([F:1])=[CH:3][CH:4]=2)[O:9][CH:10]=1)=[N+:16]=[N-:17]. The yield is 0.850. (7) The reactants are [C:1]([C:3]1[C:11]2[C:6](=[CH:7][CH:8]=[C:9]([C:12]([O:14]C)=[O:13])[CH:10]=2)[NH:5][N:4]=1)#[N:2].[OH-].[Li+]. The catalyst is CO. The product is [C:1]([C:3]1[C:11]2[C:6](=[CH:7][CH:8]=[C:9]([C:12]([OH:14])=[O:13])[CH:10]=2)[NH:5][N:4]=1)#[N:2]. The yield is 0.960.